This data is from Full USPTO retrosynthesis dataset with 1.9M reactions from patents (1976-2016). The task is: Predict the reactants needed to synthesize the given product. (1) Given the product [C:1]1([CH:7]([NH:11][C:12]2[CH:17]=[CH:16][CH:15]=[CH:14][CH:13]=2)[C:8]([O:10][C@H:20]2[CH:21]3[CH2:24][CH2:25][N:18]([CH2:23][CH2:22]3)[CH2:19]2)=[O:9])[CH:2]=[CH:3][CH:4]=[CH:5][CH:6]=1, predict the reactants needed to synthesize it. The reactants are: [C:1]1([CH:7]([NH:11][C:12]2[CH:17]=[CH:16][CH:15]=[CH:14][CH:13]=2)[C:8]([OH:10])=[O:9])[CH:6]=[CH:5][CH:4]=[CH:3][CH:2]=1.[N:18]12[CH2:25][CH2:24][CH:21]([CH2:22][CH2:23]1)[C@@H:20](O)[CH2:19]2.C1(P(C2C=CC=CC=2)C2C=CC=CC=2)C=CC=CC=1.N(/C(OCC)=O)=N\C(OCC)=O. (2) Given the product [F:36][C:35]([F:37])([F:38])[C:33]1[CH:34]=[C:29]([CH:30]=[C:31]([C:39]([F:41])([F:40])[F:42])[CH:32]=1)[C:28]([NH:27][C:5]1[CH:6]=[C:7]([O:10][CH2:11][CH2:12][CH2:13][O:14]/[N:15]=[CH:16]/[C:17]2[CH:18]=[CH:19][C:20]([C:23]([F:24])([F:25])[F:26])=[CH:21][CH:22]=2)[CH:8]=[CH:9][C:4]=1[C:3]([OH:44])=[O:2])=[O:43], predict the reactants needed to synthesize it. The reactants are: C[O:2][C:3](=[O:44])[C:4]1[CH:9]=[CH:8][C:7]([O:10][CH2:11][CH2:12][CH2:13][O:14]/[N:15]=[CH:16]/[C:17]2[CH:22]=[CH:21][C:20]([C:23]([F:26])([F:25])[F:24])=[CH:19][CH:18]=2)=[CH:6][C:5]=1[NH:27][C:28](=[O:43])[C:29]1[CH:34]=[C:33]([C:35]([F:38])([F:37])[F:36])[CH:32]=[C:31]([C:39]([F:42])([F:41])[F:40])[CH:30]=1.CO.[OH-].[Li+]. (3) Given the product [C:12]1([N:2]=[C:1]2[C:3]3[C:4](=[CH:5][CH:6]=[CH:7][CH:8]=3)[C:9](=[N:11][C:12]3[C:21]4[C:16](=[CH:17][CH:18]=[CH:19][CH:20]=4)[CH:15]=[CH:14][N:13]=3)[NH:10]2)[C:21]2[C:16](=[CH:17][CH:18]=[CH:19][CH:20]=2)[CH:15]=[CH:14][N:13]=1, predict the reactants needed to synthesize it. The reactants are: [C:1]([C:3]1[CH:8]=[CH:7][CH:6]=[CH:5][C:4]=1[C:9]#[N:10])#[N:2].[NH2:11][C:12]1[C:21]2[C:16](=[CH:17][CH:18]=[CH:19][CH:20]=2)[CH:15]=[CH:14][N:13]=1.[Cl-].[Cl-].[Ca+2]. (4) Given the product [Br:1][C:2]1[CH:3]=[N:4][CH:5]=[CH:6][C:7]=1[CH2:8][OH:9], predict the reactants needed to synthesize it. The reactants are: [Br:1][C:2]1[CH:3]=[N:4][CH:5]=[CH:6][C:7]=1[CH:8]=[O:9].[BH4-].[Na+]. (5) Given the product [CH2:8]([O:15][C:5](=[O:6])[CH2:4][CH2:3][CH2:2][OH:7])[C:9]1[CH:14]=[CH:13][CH:12]=[CH:11][CH:10]=1, predict the reactants needed to synthesize it. The reactants are: [Na].[C:2]1(=[O:7])[O:6][CH2:5][CH2:4][CH2:3]1.[CH2:8]([OH:15])[C:9]1[CH:14]=[CH:13][CH:12]=[CH:11][CH:10]=1. (6) Given the product [ClH:17].[OH:16][CH2:15][CH:10]1[CH:11]([OH:14])[CH2:12][CH2:13][NH:8][CH2:9]1, predict the reactants needed to synthesize it. The reactants are: C([N:8]1[CH2:13][CH2:12][CH:11]([OH:14])[CH:10]([CH2:15][OH:16])[CH2:9]1)C1C=CC=CC=1.[ClH:17].O1CCOCC1. (7) Given the product [F:27][C:23]1[CH:22]=[C:21]2[C:26]([C:18]([C:15]3[CH:16]=[CH:17][C:11]4[O:10][C:9]([CH2:8][NH2:7])=[N:13][C:12]=4[CH:14]=3)=[CH:19][NH:20]2)=[CH:25][CH:24]=1, predict the reactants needed to synthesize it. The reactants are: C(OC(=O)[NH:7][CH2:8][C:9]1[O:10][C:11]2[CH:17]=[CH:16][C:15]([C:18]3[C:26]4[C:21](=[CH:22][C:23]([F:27])=[CH:24][CH:25]=4)[NH:20][CH:19]=3)=[CH:14][C:12]=2[N:13]=1)(C)(C)C.Cl.CCOCC.